From a dataset of Full USPTO retrosynthesis dataset with 1.9M reactions from patents (1976-2016). Predict the reactants needed to synthesize the given product. Given the product [CH3:1][C:2]([CH3:40])([CH3:39])[CH2:3][CH2:4][CH:5]([N:16]1[CH2:21][CH2:20][C:19]([F:23])([F:22])[CH:18]([CH2:24][C:25]([OH:27])=[O:26])[CH:17]1[C:29]1[CH:30]=[CH:31][C:32]([C:35]([F:38])([F:36])[F:37])=[CH:33][CH:34]=1)[C:6]1[CH:11]=[CH:10][C:9]([C:12]([F:13])([F:14])[F:15])=[CH:8][CH:7]=1, predict the reactants needed to synthesize it. The reactants are: [CH3:1][C:2]([CH3:40])([CH3:39])[CH2:3][CH2:4][CH:5]([N:16]1[CH2:21][CH2:20][C:19]([F:23])([F:22])[CH:18]([CH2:24][C:25]([O:27]C)=[O:26])[CH:17]1[C:29]1[CH:34]=[CH:33][C:32]([C:35]([F:38])([F:37])[F:36])=[CH:31][CH:30]=1)[C:6]1[CH:11]=[CH:10][C:9]([C:12]([F:15])([F:14])[F:13])=[CH:8][CH:7]=1.[OH-].[K+].